Dataset: Reaction yield outcomes from USPTO patents with 853,638 reactions. Task: Predict the reaction yield, written as a fraction of the theoretical maximum amount of product (1.0 means a 100% yield; for example, 0.34 means a 34% yield). The reactants are [N:1]1([C:7]([CH:9]2[N:14]([C:15](=[O:20])[C:16]([F:19])([F:18])[F:17])[CH2:13][CH2:12][N:11]([CH:21]3[CH2:26][CH2:25][N:24](C(OC(C)(C)C)=O)[CH2:23][CH2:22]3)[CH2:10]2)=[O:8])[CH2:6][CH2:5][O:4][CH2:3][CH2:2]1.C(OCC)(=O)C.[ClH:40]. No catalyst specified. The product is [ClH:40].[ClH:40].[NH:24]1[CH2:23][CH2:22][CH:21]([N:11]2[CH2:12][CH2:13][N:14]([C:15](=[O:20])[C:16]([F:19])([F:18])[F:17])[CH:9]([C:7]([N:1]3[CH2:2][CH2:3][O:4][CH2:5][CH2:6]3)=[O:8])[CH2:10]2)[CH2:26][CH2:25]1. The yield is 0.982.